From a dataset of Merck oncology drug combination screen with 23,052 pairs across 39 cell lines. Regression. Given two drug SMILES strings and cell line genomic features, predict the synergy score measuring deviation from expected non-interaction effect. (1) Drug 1: CNC(=O)c1cc(Oc2ccc(NC(=O)Nc3ccc(Cl)c(C(F)(F)F)c3)cc2)ccn1. Drug 2: CCc1cnn2c(NCc3ccc[n+]([O-])c3)cc(N3CCCCC3CCO)nc12. Cell line: UWB1289. Synergy scores: synergy=-2.93. (2) Drug 1: Nc1ccn(C2OC(CO)C(O)C2(F)F)c(=O)n1. Drug 2: C=CCn1c(=O)c2cnc(Nc3ccc(N4CCN(C)CC4)cc3)nc2n1-c1cccc(C(C)(C)O)n1. Cell line: LOVO. Synergy scores: synergy=4.40. (3) Drug 1: NC1(c2ccc(-c3nc4ccn5c(=O)[nH]nc5c4cc3-c3ccccc3)cc2)CCC1. Drug 2: CNC(=O)c1cc(Oc2ccc(NC(=O)Nc3ccc(Cl)c(C(F)(F)F)c3)cc2)ccn1. Cell line: NCIH460. Synergy scores: synergy=18.5. (4) Drug 1: C#Cc1cccc(Nc2ncnc3cc(OCCOC)c(OCCOC)cc23)c1. Drug 2: CCc1c2c(nc3ccc(O)cc13)-c1cc3c(c(=O)n1C2)COC(=O)C3(O)CC. Cell line: A375. Synergy scores: synergy=33.4. (5) Drug 1: CN1C(=O)C=CC2(C)C3CCC4(C)C(NC(=O)OCC(F)(F)F)CCC4C3CCC12. Drug 2: CNC(=O)c1cc(Oc2ccc(NC(=O)Nc3ccc(Cl)c(C(F)(F)F)c3)cc2)ccn1. Cell line: HCT116. Synergy scores: synergy=10.1.